Dataset: Forward reaction prediction with 1.9M reactions from USPTO patents (1976-2016). Task: Predict the product of the given reaction. (1) Given the reactants O1CCCC1.Cl.C(OC([N:14]1[CH2:19][CH2:18][C:17](=[C:20]([C:38]2[CH:43]=[CH:42][CH:41]=[C:40]([O:44][Si](C(C)(C)C)(C)C)[CH:39]=2)[C:21]2[CH:26]=[CH:25][CH:24]=[C:23]([C:27](=[O:37])[N:28]([C:30]3[CH:35]=[CH:34][CH:33]=[C:32]([F:36])[CH:31]=3)[CH3:29])[CH:22]=2)[CH2:16][CH2:15]1)=O)(C)(C)C, predict the reaction product. The product is: [F:36][C:32]1[CH:31]=[C:30]([N:28]([CH3:29])[C:27](=[O:37])[C:23]2[CH:24]=[CH:25][CH:26]=[C:21]([C:20]([C:38]3[CH:43]=[CH:42][CH:41]=[C:40]([OH:44])[CH:39]=3)=[C:17]3[CH2:18][CH2:19][NH:14][CH2:15][CH2:16]3)[CH:22]=2)[CH:35]=[CH:34][CH:33]=1. (2) Given the reactants [C:1]([O:5][C:6](=[O:40])[N:7]([C:17]1[S:18][C:19]2[CH2:28][CH2:27][CH:26]([OH:29])[C:25]3[C:21](=[CH:22][N:23]([CH2:30][C:31]4[CH:36]=[CH:35][C:34]([O:37][CH3:38])=[CH:33][CH:32]=4)[N:24]=3)[C:20]=2[N:39]=1)[CH2:8][C:9]1[CH:14]=[CH:13][C:12]([O:15][CH3:16])=[CH:11][CH:10]=1)([CH3:4])([CH3:3])[CH3:2].[CH3:41]I.[H-].[Na+].O, predict the reaction product. The product is: [C:1]([O:5][C:6](=[O:40])[N:7]([CH2:8][C:9]1[CH:10]=[CH:11][C:12]([O:15][CH3:16])=[CH:13][CH:14]=1)[C:17]1[S:18][C:19]2[CH2:28][CH2:27][CH:26]([O:29][CH3:41])[C:25]3[C:21](=[CH:22][N:23]([CH2:30][C:31]4[CH:32]=[CH:33][C:34]([O:37][CH3:38])=[CH:35][CH:36]=4)[N:24]=3)[C:20]=2[N:39]=1)([CH3:4])([CH3:2])[CH3:3]. (3) Given the reactants [CH2:1]([N:8]1[CH2:13][CH:12]2[CH2:14][CH:9]1[CH2:10][N:11]2[C:15]1[CH:21]=[CH:20][C:19](Br)=[CH:18][C:16]=1[NH2:17])[C:2]1[CH:7]=[CH:6][CH:5]=[CH:4][CH:3]=1.CC1(C)COB([C:30]2[CH:37]=[CH:36][CH:35]=[CH:34][C:31]=2[C:32]#[N:33])OC1.P([O-])([O-])([O-])=O.[K+].[K+].[K+], predict the reaction product. The product is: [NH2:17][C:16]1[CH:18]=[C:19]([C:30]2[C:31]([C:32]#[N:33])=[CH:34][CH:35]=[CH:36][CH:37]=2)[CH:20]=[CH:21][C:15]=1[N:11]1[CH2:10][CH:9]2[CH2:14][CH:12]1[CH2:13][N:8]2[CH2:1][C:2]1[CH:3]=[CH:4][CH:5]=[CH:6][CH:7]=1. (4) Given the reactants [Cl:1][C:2]1[CH:7]=[CH:6][C:5]([CH2:8][C:9]2[C:18]3[C:13](=[CH:14][CH:15]=[CH:16][CH:17]=3)[C:12](=[O:19])[N:11]([CH2:20][C@H:21]3[CH2:25][CH2:24][CH2:23][N:22]3[CH2:26][CH2:27][NH:28][C:29](=[O:35])[CH2:30][CH2:31][CH2:32][O:33][CH3:34])[N:10]=2)=[CH:4][CH:3]=1.Cl, predict the reaction product. The product is: [ClH:1].[Cl:1][C:2]1[CH:7]=[CH:6][C:5]([CH2:8][C:9]2[C:18]3[C:13](=[CH:14][CH:15]=[CH:16][CH:17]=3)[C:12](=[O:19])[N:11]([CH2:20][C@H:21]3[CH2:25][CH2:24][CH2:23][N:22]3[CH2:26][CH2:27][NH:28][C:29](=[O:35])[CH2:30][CH2:31][CH2:32][O:33][CH3:34])[N:10]=2)=[CH:4][CH:3]=1.